Task: Predict the reactants needed to synthesize the given product.. Dataset: Full USPTO retrosynthesis dataset with 1.9M reactions from patents (1976-2016) (1) Given the product [O:25]1[CH2:26][CH2:27][N:22]([C:4]2[C:5]3[S:10][C:9]([CH2:11][N:12]4[CH2:17][CH2:16][N:15]([S:18]([CH3:21])(=[O:20])=[O:19])[CH2:14][CH2:13]4)=[CH:8][C:6]=3[N:7]=[C:2]([C:32]3[CH:31]=[C:30]([CH:28]=[O:29])[CH:35]=[N:34][CH:33]=3)[N:3]=2)[CH2:23][CH2:24]1, predict the reactants needed to synthesize it. The reactants are: Cl[C:2]1[N:3]=[C:4]([N:22]2[CH2:27][CH2:26][O:25][CH2:24][CH2:23]2)[C:5]2[S:10][C:9]([CH2:11][N:12]3[CH2:17][CH2:16][N:15]([S:18]([CH3:21])(=[O:20])=[O:19])[CH2:14][CH2:13]3)=[CH:8][C:6]=2[N:7]=1.[CH:28]([C:30]1[CH:31]=[C:32](B2OC(C)(C)C(C)(C)O2)[CH:33]=[N:34][CH:35]=1)=[O:29]. (2) Given the product [OH:21][C:22]1[CH:23]=[C:24]([C:25]2[C:15]([C:16]([O:18][CH2:19][CH3:20])=[O:17])=[C:9]3[C:10]4[C:5](=[CH:4][C:3]([O:2][CH3:1])=[C:12]([O:13][CH3:14])[CH:11]=4)[CH2:6][CH2:7][N:8]3[C:34]=2[CH3:35])[CH:27]=[C:28]([OH:30])[CH:29]=1, predict the reactants needed to synthesize it. The reactants are: [CH3:1][O:2][C:3]1[CH:4]=[C:5]2[C:10](=[CH:11][C:12]=1[O:13][CH3:14])[C:9](=[CH:15][C:16]([O:18][CH2:19][CH3:20])=[O:17])[NH:8][CH2:7][CH2:6]2.[OH:21][C:22]1[CH:23]=[C:24]([CH:27]=[C:28]([OH:30])[CH:29]=1)[CH:25]=O.[N+]([CH2:34][CH3:35])([O-])=O.N1CCCCC1.